This data is from Forward reaction prediction with 1.9M reactions from USPTO patents (1976-2016). The task is: Predict the product of the given reaction. (1) Given the reactants [NH:1]1[C:9]2[C:4](=[CH:5][C:6]([CH:10]=[O:11])=[CH:7][CH:8]=2)[CH:3]=[CH:2]1.[H-].[Na+].[C:14]1([S:20](Cl)(=[O:22])=[O:21])[CH:19]=[CH:18][CH:17]=[CH:16][CH:15]=1.Cl, predict the reaction product. The product is: [C:14]1([S:20]([N:1]2[C:9]3[C:4](=[CH:5][C:6]([CH:10]=[O:11])=[CH:7][CH:8]=3)[CH:3]=[CH:2]2)(=[O:22])=[O:21])[CH:19]=[CH:18][CH:17]=[CH:16][CH:15]=1. (2) Given the reactants [Li+].[OH-].[CH:3]1[C:15]2[CH:14]([CH2:16][O:17][C:18]([N:20]3[CH2:25][CH2:24][N:23]([C:26]4[NH:31][C:30](=[O:32])[C:29]5[N:33]([CH2:36][C:37]([O:39]CC)=[O:38])[CH:34]=[N:35][C:28]=5[CH:27]=4)[CH2:22][CH2:21]3)=[O:19])[C:13]3[C:8](=[CH:9][CH:10]=[CH:11][CH:12]=3)[C:7]=2[CH:6]=[CH:5][CH:4]=1.Cl.O1CCCC1, predict the reaction product. The product is: [CH:12]1[C:13]2[CH:14]([CH2:16][O:17][C:18]([N:20]3[CH2:25][CH2:24][N:23]([C:26]4[NH:31][C:30](=[O:32])[C:29]5[N:33]([CH2:36][C:37]([OH:39])=[O:38])[CH:34]=[N:35][C:28]=5[CH:27]=4)[CH2:22][CH2:21]3)=[O:19])[C:15]3[C:7](=[CH:6][CH:5]=[CH:4][CH:3]=3)[C:8]=2[CH:9]=[CH:10][CH:11]=1. (3) Given the reactants [CH3:1][O:2][C:3]1[CH:4]=[C:5]2[C:10](=[CH:11][C:12]=1[O:13][CH3:14])[N:9]=[CH:8][CH:7]=[C:6]2[O:15][C:16]1[C:22]([CH3:23])=[CH:21][C:19]([NH2:20])=[C:18]([CH3:24])[CH:17]=1.Cl[C:26](Cl)([O:28][C:29](=[O:35])OC(Cl)(Cl)Cl)Cl.[CH:37]1(CO)[CH2:39][CH2:38]1.C(=O)(O)[O-].[Na+], predict the reaction product. The product is: [CH3:1][O:2][C:3]1[CH:4]=[C:5]2[C:10](=[CH:11][C:12]=1[O:13][CH3:14])[N:9]=[CH:8][CH:7]=[C:6]2[O:15][C:16]1[C:22]([CH3:23])=[CH:21][C:19]([NH:20][C:29](=[O:35])[O:28][CH2:26][CH:37]2[CH2:39][CH2:38]2)=[C:18]([CH3:24])[CH:17]=1. (4) Given the reactants [C:1]([O:4][CH:5]1[CH:6]([CH3:38])[CH2:7][CH2:8][CH:9]([OH:37])[CH2:10][C:11]([O:13][CH:14](/[C:19](/[CH3:36])=[CH:20]/[CH:21]=[CH:22]/[C:23]([OH:35])([CH3:34])[CH2:24][CH:25]2[O:33][CH:26]2[CH:27]([CH3:32])[CH:28]([OH:31])[CH2:29][CH3:30])[CH:15]([CH3:18])[CH:16]=[CH:17]1)=[O:12])(=[O:3])[CH3:2].C(N([CH2:44][CH3:45])CC)C.[CH2:46]([Si:48](Cl)([CH2:51][CH3:52])[CH2:49][CH3:50])[CH3:47], predict the reaction product. The product is: [C:1]([O:4][CH:5]1[CH:6]([CH3:38])[CH2:7][CH2:8][CH:9]([O:37][Si:48]([CH2:44][CH3:45])([CH2:49][CH3:50])[CH2:46][CH3:47])[CH2:10][C:11]([O:13][CH:14](/[C:19](/[CH3:36])=[CH:20]/[CH:21]=[CH:22]/[C:23]([CH3:34])([O:35][Si:48]([CH2:51][CH3:52])([CH2:49][CH3:50])[CH2:46][CH3:47])[CH2:24][CH:25]2[O:33][CH:26]2[CH:27]([CH3:32])[CH:28]([O:31][Si:48]([CH2:51][CH3:52])([CH2:49][CH3:50])[CH2:46][CH3:47])[CH2:29][CH3:30])[CH:15]([CH3:18])[CH:16]=[CH:17]1)=[O:12])(=[O:3])[CH3:2]. (5) Given the reactants [Cl:1][C:2]1[CH:16]=[CH:15][C:5]([O:6][CH2:7][C:8]([O:10]C(C)(C)C)=[O:9])=[C:4]([C:17]2[CH:18]=[N:19][C:20](S(CCC)(=O)=O)=[N:21][CH:22]=2)[CH:3]=1.[CH2:29]([NH2:36])[C:30]1[CH:35]=[CH:34][CH:33]=[CH:32][CH:31]=1, predict the reaction product. The product is: [CH2:29]([NH:36][C:20]1[N:21]=[CH:22][C:17]([C:4]2[CH:3]=[C:2]([Cl:1])[CH:16]=[CH:15][C:5]=2[O:6][CH2:7][C:8]([OH:10])=[O:9])=[CH:18][N:19]=1)[C:30]1[CH:35]=[CH:34][CH:33]=[CH:32][CH:31]=1. (6) Given the reactants Br[C:2]1[CH:11]=[C:10]2[C:5]([N:6]=[CH:7][C:8]([C:12]3[CH:13]=[N:14][N:15]([CH3:17])[CH:16]=3)=[N:9]2)=[CH:4][CH:3]=1.[B:18]1([B:18]2[O:22][C:21]([CH3:24])([CH3:23])[C:20]([CH3:26])([CH3:25])[O:19]2)[O:22][C:21]([CH3:24])([CH3:23])[C:20]([CH3:26])([CH3:25])[O:19]1.C([O-])(=O)C.[K+], predict the reaction product. The product is: [CH3:17][N:15]1[CH:16]=[C:12]([C:8]2[CH:7]=[N:6][C:5]3[C:10](=[CH:11][C:2]([B:18]4[O:22][C:21]([CH3:24])([CH3:23])[C:20]([CH3:26])([CH3:25])[O:19]4)=[CH:3][CH:4]=3)[N:9]=2)[CH:13]=[N:14]1. (7) Given the reactants [Br:1][C:2]1[CH:10]=[CH:9][C:5]([C:6](Cl)=[O:7])=[C:4]([F:11])[CH:3]=1.C[Si](C=[N+]=[N-])(C)C.Cl.BrCC(C1C=CC(Br)=C(F)C=1)=O.[Cl:32][CH2:33]C(C1C=CC(Br)=C(F)C=1)=O, predict the reaction product. The product is: [Br:1][C:2]1[CH:10]=[CH:9][C:5]([C:6](=[O:7])[CH2:33][Cl:32])=[C:4]([F:11])[CH:3]=1.